From a dataset of Forward reaction prediction with 1.9M reactions from USPTO patents (1976-2016). Predict the product of the given reaction. (1) Given the reactants [F:1][C:2]1[CH:7]=[CH:6][C:5]([N:8]2[CH2:13][CH2:12][CH:11]([C:14]([OH:16])=[O:15])[CH2:10][CH2:9]2)=[C:4]([N+:17]([O-])=O)[CH:3]=1.[Sn](Cl)[Cl:21].O, predict the reaction product. The product is: [ClH:21].[NH2:17][C:4]1[CH:3]=[C:2]([F:1])[CH:7]=[CH:6][C:5]=1[N:8]1[CH2:9][CH2:10][CH:11]([C:14]([OH:16])=[O:15])[CH2:12][CH2:13]1. (2) Given the reactants [NH2:1][C:2]1[N:3]=[C:4]([S:9][CH3:10])[S:5][C:6]=1[C:7]#[N:8].S(=O)(=O)(O)[OH:12], predict the reaction product. The product is: [NH2:1][C:2]1[N:3]=[C:4]([S:9][CH3:10])[S:5][C:6]=1[C:7]([NH2:8])=[O:12].